From a dataset of Forward reaction prediction with 1.9M reactions from USPTO patents (1976-2016). Predict the product of the given reaction. (1) Given the reactants C([O:8][C:9]1[CH:10]=[C:11]([N:17]2[CH:25]([CH:26]3[CH2:30][CH2:29][CH2:28][CH2:27]3)[CH:24]3[C:19]([C:20]4[CH:34]=[CH:33][C:32]([C:35]([OH:37])=[O:36])=[CH:31][C:21]=4[CH2:22][CH2:23]3)=[N:18]2)[CH:12]=[CH:13][C:14]=1[C:15]#[N:16])C1C=CC=CC=1.[C:38](OCC)(=O)C.O1CCCC1.[H][H], predict the reaction product. The product is: [C:15]([C:14]1[CH:13]=[CH:12][C:11]([N:17]2[CH:25]([CH:26]3[CH2:30][CH2:29][CH2:28][CH2:27]3)[CH:24]3[C:19]([C:20]4[CH:34]=[CH:33][C:32]([C:35]([O:37][CH3:38])=[O:36])=[CH:31][C:21]=4[CH2:22][CH2:23]3)=[N:18]2)=[CH:10][C:9]=1[OH:8])#[N:16]. (2) Given the reactants [OH-].[Na+].[Cl:3][C:4]1[CH:13]=[CH:12][C:7]([C:8]([O:10]C)=[O:9])=[C:6]([N:14]([CH3:19])[S:15]([CH3:18])(=[O:17])=[O:16])[CH:5]=1.Cl, predict the reaction product. The product is: [Cl:3][C:4]1[CH:13]=[CH:12][C:7]([C:8]([OH:10])=[O:9])=[C:6]([N:14]([CH3:19])[S:15]([CH3:18])(=[O:16])=[O:17])[CH:5]=1. (3) Given the reactants OS(C(F)(F)F)(=O)=O.[CH3:9][C:10]1[CH:15]=[CH:14][C:13]([S:16]([O:19][CH2:20][CH:21]2[CH2:26][CH2:25][CH:24]([OH:27])[CH2:23][CH2:22]2)(=[O:18])=[O:17])=[CH:12][CH:11]=1.ClC(Cl)(Cl)C(=N)O[CH2:32][C:33]1[CH:38]=[CH:37][CH:36]=[CH:35][CH:34]=1.C([O-])(O)=O.[Na+], predict the reaction product. The product is: [CH3:9][C:10]1[CH:15]=[CH:14][C:13]([S:16]([O:19][CH2:20][C@H:21]2[CH2:26][CH2:25][C@@H:24]([O:27][CH2:32][C:33]3[CH:38]=[CH:37][CH:36]=[CH:35][CH:34]=3)[CH2:23][CH2:22]2)(=[O:18])=[O:17])=[CH:12][CH:11]=1. (4) Given the reactants B(C1CCCCC1)C1CCCCC1.[CH3:14][C:15]([CH3:19])([CH3:18])[C:16]#[CH:17].[Zn](CC)CC.[CH:25]1([CH:31]=[O:32])[CH2:30][CH2:29][CH2:28][CH2:27][CH2:26]1, predict the reaction product. The product is: [CH:25]1([C@H:31]([OH:32])[CH:17]=[CH:16][C:15]([CH3:19])([CH3:18])[CH3:14])[CH2:30][CH2:29][CH2:28][CH2:27][CH2:26]1. (5) Given the reactants [CH3:1][C:2]1[CH:3]=[C:4]([N+:18]([O-:20])=[O:19])[CH:5]=[C:6]([CH3:17])[C:7]=1[O:8][C:9]1[CH:14]=[CH:13][C:12]([O:15][CH3:16])=[CH:11][CH:10]=1.[Br:21]N1C(=O)CCC1=O.FC(F)(F)C(O)=O, predict the reaction product. The product is: [Br:21][C:13]1[CH:14]=[C:9]([CH:10]=[CH:11][C:12]=1[O:15][CH3:16])[O:8][C:7]1[C:6]([CH3:17])=[CH:5][C:4]([N+:18]([O-:20])=[O:19])=[CH:3][C:2]=1[CH3:1]. (6) Given the reactants [Br:1][C:2]1[CH:7]=[CH:6][C:5]([CH2:8][C:9](O)=[O:10])=[CH:4][C:3]=1[F:12].CO, predict the reaction product. The product is: [Br:1][C:2]1[CH:7]=[CH:6][C:5]([CH2:8][CH2:9][OH:10])=[CH:4][C:3]=1[F:12]. (7) The product is: [CH2:55]([C:62]1[S:66][C:65]([NH:67][C:19]([C:18]2[CH:17]=[CH:16][C:15]([C@H:12]3[CH2:13][CH2:14][C@H:9]([CH2:8][C:6]([O:5][C:1]([CH3:4])([CH3:3])[CH3:2])=[O:7])[CH2:10][CH2:11]3)=[CH:23][CH:22]=2)=[O:21])=[N:64][N:63]=1)[C:56]1[CH:57]=[CH:58][CH:59]=[CH:60][CH:61]=1. Given the reactants [C:1]([O:5][C:6]([CH2:8][C@H:9]1[CH2:14][CH2:13][C@H:12]([C:15]2[CH:23]=[CH:22][C:18]([C:19]([OH:21])=O)=[CH:17][CH:16]=2)[CH2:11][CH2:10]1)=[O:7])([CH3:4])([CH3:3])[CH3:2].OC1C2N=NNC=2C=CC=1.Cl.C(N=C=NCCCN(C)C)C.C(N(C(C)C)CC)(C)C.[CH2:55]([C:62]1[S:66][C:65]([NH2:67])=[N:64][N:63]=1)[C:56]1[CH:61]=[CH:60][CH:59]=[CH:58][CH:57]=1, predict the reaction product.